Task: Predict the reaction yield, written as a fraction of the theoretical maximum amount of product (1.0 means a 100% yield; for example, 0.34 means a 34% yield).. Dataset: Reaction yield outcomes from USPTO patents with 853,638 reactions The reactants are [CH2:1]([C:5]1[NH:10][C:9](=[O:11])[CH:8]=[C:7]([CH2:12][CH3:13])[N:6]=1)[CH2:2][CH2:3][CH3:4].Br[CH2:15][C:16]1[CH:21]=[CH:20][C:19]([C:22]2[C:23]([C:28]#[N:29])=[CH:24][CH:25]=[CH:26][CH:27]=2)=[CH:18][CH:17]=1.C(=O)([O-])[O-].[K+].[K+]. The catalyst is C(#N)C. The product is [CH2:1]([C:5]1[N:10]([CH2:15][C:16]2[CH:17]=[CH:18][C:19]([C:22]3[C:23]([C:28]#[N:29])=[CH:24][CH:25]=[CH:26][CH:27]=3)=[CH:20][CH:21]=2)[C:9](=[O:11])[CH:8]=[C:7]([CH2:12][CH3:13])[N:6]=1)[CH2:2][CH2:3][CH3:4]. The yield is 0.250.